Dataset: NCI-60 drug combinations with 297,098 pairs across 59 cell lines. Task: Regression. Given two drug SMILES strings and cell line genomic features, predict the synergy score measuring deviation from expected non-interaction effect. (1) Drug 1: CC1=C(C(CCC1)(C)C)C=CC(=CC=CC(=CC(=O)O)C)C. Drug 2: CC1C(C(CC(O1)OC2CC(CC3=C2C(=C4C(=C3O)C(=O)C5=CC=CC=C5C4=O)O)(C(=O)C)O)N)O. Cell line: MOLT-4. Synergy scores: CSS=42.8, Synergy_ZIP=1.85, Synergy_Bliss=-0.357, Synergy_Loewe=-32.0, Synergy_HSA=-0.621. (2) Drug 1: CN(C)C1=NC(=NC(=N1)N(C)C)N(C)C. Drug 2: CC(C)CN1C=NC2=C1C3=CC=CC=C3N=C2N. Cell line: OVCAR-4. Synergy scores: CSS=-0.508, Synergy_ZIP=2.29, Synergy_Bliss=3.44, Synergy_Loewe=-1.00, Synergy_HSA=0.0311.